From a dataset of Catalyst prediction with 721,799 reactions and 888 catalyst types from USPTO. Predict which catalyst facilitates the given reaction. (1) Reactant: C(O)(=O)[C@@H]([C@H](C(O)=O)O)O.[CH2:11]([O:13][C:14](=[O:32])[C:15]([CH3:31])([O:17][C:18]1[CH:23]=[C:22]([CH:24]2[CH2:29][CH2:28][CH2:27][NH:26][CH2:25]2)[CH:21]=[CH:20][C:19]=1[CH3:30])[CH3:16])[CH3:12].CN(C)CCCN=C=NCC.[CH3:44][C:45]1[N:46]=[C:47]([C:53]2[CH:58]=[CH:57][C:56]([C:59]([F:62])([F:61])[F:60])=[CH:55][CH:54]=2)[S:48][C:49]=1[C:50](O)=[O:51]. Product: [CH2:11]([O:13][C:14](=[O:32])[C:15]([CH3:31])([O:17][C:18]1[CH:23]=[C:22]([CH:24]2[CH2:29][CH2:28][CH2:27][N:26]([C:50]([C:49]3[S:48][C:47]([C:53]4[CH:54]=[CH:55][C:56]([C:59]([F:62])([F:60])[F:61])=[CH:57][CH:58]=4)=[N:46][C:45]=3[CH3:44])=[O:51])[CH2:25]2)[CH:21]=[CH:20][C:19]=1[CH3:30])[CH3:16])[CH3:12]. The catalyst class is: 698. (2) Reactant: [Br:1][C:2]1[CH:7]=[C:6](F)[CH:5]=[C:4]([Cl:9])[CH:3]=1.[CH3:10][O-:11].[Na+]. Product: [Br:1][C:2]1[CH:7]=[C:6]([O:11][CH3:10])[CH:5]=[C:4]([Cl:9])[CH:3]=1. The catalyst class is: 5.